This data is from NCI-60 drug combinations with 297,098 pairs across 59 cell lines. The task is: Regression. Given two drug SMILES strings and cell line genomic features, predict the synergy score measuring deviation from expected non-interaction effect. (1) Drug 1: CN1C(=O)N2C=NC(=C2N=N1)C(=O)N. Drug 2: CC1=C(C(=CC=C1)Cl)NC(=O)C2=CN=C(S2)NC3=CC(=NC(=N3)C)N4CCN(CC4)CCO. Cell line: SR. Synergy scores: CSS=53.3, Synergy_ZIP=-0.909, Synergy_Bliss=-4.03, Synergy_Loewe=-1.90, Synergy_HSA=-5.08. (2) Synergy scores: CSS=52.4, Synergy_ZIP=-0.545, Synergy_Bliss=-1.74, Synergy_Loewe=-31.0, Synergy_HSA=-0.846. Drug 1: C1C(C(OC1N2C=NC3=C(N=C(N=C32)Cl)N)CO)O. Drug 2: CN1C2=C(C=C(C=C2)N(CCCl)CCCl)N=C1CCCC(=O)O.Cl. Cell line: CCRF-CEM. (3) Drug 1: CC(C1=C(C=CC(=C1Cl)F)Cl)OC2=C(N=CC(=C2)C3=CN(N=C3)C4CCNCC4)N. Drug 2: CN(CC1=CN=C2C(=N1)C(=NC(=N2)N)N)C3=CC=C(C=C3)C(=O)NC(CCC(=O)O)C(=O)O. Cell line: SK-MEL-5. Synergy scores: CSS=15.4, Synergy_ZIP=-4.35, Synergy_Bliss=2.22, Synergy_Loewe=-22.4, Synergy_HSA=-3.14. (4) Drug 1: C(=O)(N)NO. Drug 2: CCC1(CC2CC(C3=C(CCN(C2)C1)C4=CC=CC=C4N3)(C5=C(C=C6C(=C5)C78CCN9C7C(C=CC9)(C(C(C8N6C)(C(=O)OC)O)OC(=O)C)CC)OC)C(=O)OC)O.OS(=O)(=O)O. Cell line: SF-539. Synergy scores: CSS=3.81, Synergy_ZIP=3.73, Synergy_Bliss=10.7, Synergy_Loewe=5.90, Synergy_HSA=2.95. (5) Drug 1: CC1=C(C(=CC=C1)Cl)NC(=O)C2=CN=C(S2)NC3=CC(=NC(=N3)C)N4CCN(CC4)CCO. Drug 2: CC1=C(C(=O)C2=C(C1=O)N3CC4C(C3(C2COC(=O)N)OC)N4)N. Cell line: NCI/ADR-RES. Synergy scores: CSS=15.9, Synergy_ZIP=-2.54, Synergy_Bliss=5.06, Synergy_Loewe=-0.604, Synergy_HSA=-0.515. (6) Drug 1: CN1C2=C(C=C(C=C2)N(CCCl)CCCl)N=C1CCCC(=O)O.Cl. Drug 2: C1C(C(OC1N2C=NC3=C2NC=NCC3O)CO)O. Cell line: MDA-MB-435. Synergy scores: CSS=6.63, Synergy_ZIP=-1.37, Synergy_Bliss=0.918, Synergy_Loewe=2.98, Synergy_HSA=1.64. (7) Drug 1: CN(CCCl)CCCl.Cl. Drug 2: CC(C)NC(=O)C1=CC=C(C=C1)CNNC.Cl. Cell line: M14. Synergy scores: CSS=10.3, Synergy_ZIP=-1.47, Synergy_Bliss=4.25, Synergy_Loewe=-1.88, Synergy_HSA=1.46. (8) Drug 1: CN(C)N=NC1=C(NC=N1)C(=O)N. Drug 2: CC1=C(C(CCC1)(C)C)C=CC(=CC=CC(=CC(=O)O)C)C. Cell line: CCRF-CEM. Synergy scores: CSS=17.3, Synergy_ZIP=-7.84, Synergy_Bliss=-7.41, Synergy_Loewe=-4.23, Synergy_HSA=-3.65.